This data is from Reaction yield outcomes from USPTO patents with 853,638 reactions. The task is: Predict the reaction yield, written as a fraction of the theoretical maximum amount of product (1.0 means a 100% yield; for example, 0.34 means a 34% yield). (1) The reactants are [NH2:1][CH:2]1[N:8]=[C:7]([CH2:9][CH3:10])[C:6]2[CH:11]=[CH:12][CH:13]=[C:14]([CH3:15])[C:5]=2[N:4]([CH2:16][C:17]([N:19]2[CH2:25][CH:24]3[CH2:26][CH2:27][CH:21]([CH2:22][CH2:23]3)[CH2:20]2)=[O:18])[C:3]1=[O:28].[CH3:29][C:30]1[CH:31]=[C:32]([N:36]=[C:37]=[O:38])[CH:33]=[CH:34][CH:35]=1. The catalyst is O1CCCC1. The product is [CH:21]12[CH2:22][CH2:23][CH:24]([CH2:26][CH2:27]1)[CH2:25][N:19]([C:17]([CH2:16][N:4]1[C:5]3[C:14]([CH3:15])=[CH:13][CH:12]=[CH:11][C:6]=3[C:7]([CH2:9][CH3:10])=[N:8][CH:2]([NH:1][C:37]([NH:36][C:32]3[CH:33]=[CH:34][CH:35]=[C:30]([CH3:29])[CH:31]=3)=[O:38])[C:3]1=[O:28])=[O:18])[CH2:20]2. The yield is 0.862. (2) The reactants are Cl.C(OC(=O)[NH:8][C:9]1[C:10]([NH:20][C:21]2[CH:26]=[CH:25][C:24]([Br:27])=[CH:23][C:22]=2[F:28])=[C:11]([F:19])[C:12](=[O:18])[N:13]2[C:17]=1[CH2:16][CH2:15][CH2:14]2)(C)(C)C. The catalyst is C1COCC1. The product is [NH2:8][C:9]1[C:10]([NH:20][C:21]2[CH:26]=[CH:25][C:24]([Br:27])=[CH:23][C:22]=2[F:28])=[C:11]([F:19])[C:12](=[O:18])[N:13]2[C:17]=1[CH2:16][CH2:15][CH2:14]2. The yield is 0.720. (3) The catalyst is C([O-])(O)=O.[Na+]. The product is [CH:18]1([NH:1][C:2]2[CH:3]=[C:4]([CH3:17])[CH:5]=[C:6]3[C:10]=2[NH:9][C:8]([C:11]2[CH:16]=[CH:15][CH:14]=[CH:13][N:12]=2)=[CH:7]3)[CH2:22][CH2:21][CH2:20][CH2:19]1. The yield is 0.580. The reactants are [NH2:1][C:2]1[CH:3]=[C:4]([CH3:17])[CH:5]=[C:6]2[C:10]=1[NH:9][C:8]([C:11]1[CH:16]=[CH:15][CH:14]=[CH:13][N:12]=1)=[CH:7]2.[C:18]1(=O)[CH2:22][CH2:21][CH2:20][CH2:19]1.ClC(Cl)C.[BH-](OC(C)=O)(OC(C)=O)OC(C)=O.[Na+]. (4) The reactants are [N:1]1([C:7]2[CH:16]=[CH:15][CH:14]=[C:13]3[C:8]=2[C:9]([NH2:18])=[N:10][C:11]([NH2:17])=[N:12]3)[CH2:6][CH2:5][NH:4][CH2:3][CH2:2]1.Cl[CH2:20][C:21]1[C:30]2[C:25](=[CH:26][CH:27]=[CH:28][CH:29]=2)[CH:24]=[CH:23][CH:22]=1. No catalyst specified. The product is [C:21]1([CH2:20][N:4]2[CH2:5][CH2:6][N:1]([C:7]3[CH:16]=[CH:15][CH:14]=[C:13]4[C:8]=3[C:9]([NH2:18])=[N:10][C:11]([NH2:17])=[N:12]4)[CH2:2][CH2:3]2)[C:30]2[C:25](=[CH:26][CH:27]=[CH:28][CH:29]=2)[CH:24]=[CH:23][CH:22]=1. The yield is 0.580. (5) The reactants are Br[C:2]1[CH:7]=[CH:6][C:5]([OH:8])=[C:4]([Cl:9])[CH:3]=1.[B:10]1([B:10]2[O:14][C:13]([CH3:16])([CH3:15])[C:12]([CH3:18])([CH3:17])[O:11]2)[O:14][C:13]([CH3:16])([CH3:15])[C:12]([CH3:18])([CH3:17])[O:11]1.C([O-])(=O)C.[K+].N#N. The catalyst is O1CCOCC1.C1C=CC(P(C2C=CC=CC=2)[C-]2C=CC=C2)=CC=1.C1C=CC(P(C2C=CC=CC=2)[C-]2C=CC=C2)=CC=1.[Fe+2].C1C=CC(P(C2C=CC=CC=2)[C-]2C=CC=C2)=CC=1.C1C=CC(P(C2C=CC=CC=2)[C-]2C=CC=C2)=CC=1.Cl[Pd]Cl.[Fe+2].C(Cl)Cl. The product is [Cl:9][C:4]1[CH:3]=[C:2]([B:10]2[O:14][C:13]([CH3:16])([CH3:15])[C:12]([CH3:18])([CH3:17])[O:11]2)[CH:7]=[CH:6][C:5]=1[OH:8]. The yield is 0.770. (6) The reactants are Cl[C:2]1[CH:17]=[CH:16][C:5]([C:6]([NH:8][C:9]2[CH:14]=[CH:13][C:12]([Cl:15])=[CH:11][N:10]=2)=[O:7])=[CH:4][C:3]=1[N+:18]([O-:20])=[O:19].[C:21]([NH:28][C:29]1[CH:34]=[CH:33][C:32]([OH:35])=[CH:31][CH:30]=1)([O:23][C:24]([CH3:27])([CH3:26])[CH3:25])=[O:22].C(=O)([O-])[O-].[K+].[K+]. The catalyst is CN(C)C=O. The product is [C:24]([O:23][C:21](=[O:22])[NH:28][C:29]1[CH:30]=[CH:31][C:32]([O:35][C:2]2[CH:17]=[CH:16][C:5]([C:6](=[O:7])[NH:8][C:9]3[CH:14]=[CH:13][C:12]([Cl:15])=[CH:11][N:10]=3)=[CH:4][C:3]=2[N+:18]([O-:20])=[O:19])=[CH:33][CH:34]=1)([CH3:27])([CH3:25])[CH3:26]. The yield is 0.610. (7) The reactants are Br[C:2]1[C:3]([NH:10][CH2:11][C:12]([CH3:15])([CH3:14])[CH3:13])=[N:4][C:5]([C:8]#[N:9])=[N:6][CH:7]=1.[C:16]([Si](C)(C)C)#[CH:17].C(N(CC)CC)C.[F-].[Cs+]. The catalyst is CN(C=O)C.[Cu]I.Cl[Pd](Cl)([P](C1C=CC=CC=1)(C1C=CC=CC=1)C1C=CC=CC=1)[P](C1C=CC=CC=1)(C1C=CC=CC=1)C1C=CC=CC=1.CCOC(C)=O.CCCCCC. The product is [CH3:13][C:12]([CH3:15])([CH3:14])[CH2:11][NH:10][C:3]1[C:2]([C:16]#[CH:17])=[CH:7][N:6]=[C:5]([C:8]#[N:9])[N:4]=1. The yield is 0.760.